From a dataset of CYP3A4 inhibition data for predicting drug metabolism from PubChem BioAssay. Regression/Classification. Given a drug SMILES string, predict its absorption, distribution, metabolism, or excretion properties. Task type varies by dataset: regression for continuous measurements (e.g., permeability, clearance, half-life) or binary classification for categorical outcomes (e.g., BBB penetration, CYP inhibition). Dataset: cyp3a4_veith. (1) The drug is Fc1ccc2c(c1)C1C=CCC1C(c1cc3c(cc1Br)OCO3)N2. The result is 0 (non-inhibitor). (2) The molecule is Cc1ccccc1-c1cc(C(=O)n2cccn2)c2cc(Cl)ccc2n1. The result is 0 (non-inhibitor). (3) The drug is Cc1cnc(CNc2ccnc(-c3ccccc3C(F)(F)F)n2)cn1. The result is 0 (non-inhibitor). (4) The compound is Cl.O.O.O=C1CC[C@]2(O)[C@H]3Cc4ccc(O)c5c4[C@@]2(CCN3CC2CC2)[C@@H]1O5. The result is 0 (non-inhibitor). (5) The drug is O=C(NCc1ccccc1)C12CN(Cc3ccccc3)CC1C(c1cccc([N+](=O)[O-])c1)=NO2. The result is 1 (inhibitor). (6) The compound is COc1ccc(C(=O)N2CCC3(CC2)CN(C(=O)Nc2ccccc2)C3)cc1. The result is 0 (non-inhibitor).